From a dataset of Full USPTO retrosynthesis dataset with 1.9M reactions from patents (1976-2016). Predict the reactants needed to synthesize the given product. Given the product [CH2:33]([O:1][CH2:2][CH2:3][NH:4][C@@H:12]1[C@@H:16]([C:17]2[CH:22]=[CH:21][CH:20]=[CH:19][CH:18]=2)[CH2:15][N:14]([S:23]([C:26]2[N:27]=[CH:28][N:29]([CH3:31])[CH:30]=2)(=[O:24])=[O:25])[CH2:13]1)[CH3:34], predict the reactants needed to synthesize it. The reactants are: [OH:1][CH2:2][CH2:3][N:4]([C@@H:12]1[C@@H:16]([C:17]2[CH:22]=[CH:21][CH:20]=[CH:19][CH:18]=2)[CH2:15][N:14]([S:23]([C:26]2[N:27]=[CH:28][N:29]([CH3:31])[CH:30]=2)(=[O:25])=[O:24])[CH2:13]1)C(=O)OC(C)(C)C.I[CH2:33][CH3:34].[H-].[Na+].Cl.